This data is from Reaction yield outcomes from USPTO patents with 853,638 reactions. The task is: Predict the reaction yield, written as a fraction of the theoretical maximum amount of product (1.0 means a 100% yield; for example, 0.34 means a 34% yield). (1) The reactants are [C:1]([OH:10])(=[O:9])/[CH:2]=[CH:3]\[CH:4]=[CH:5]\[C:6]([OH:8])=[O:7].II. The catalyst is C(O)CC. The product is [C:1]([OH:10])(=[O:9])/[CH:2]=[CH:3]/[CH:4]=[CH:5]/[C:6]([OH:8])=[O:7]. The yield is 0.730. (2) The reactants are C1C=C(CN[C:8]2[C:13]([C:14](O)=[O:15])=C[C:11]([S:17]([NH2:20])(=[O:19])=[O:18])=[C:10]([Cl:21])[CH:9]=2)OC=1.[CH2:22]([NH2:24])[CH3:23].ON1C2C=CC=[CH:34][C:29]=2N=N1.Cl.C(N=C=N[CH2:41][CH2:42][CH2:43][N:44]([CH3:46])C)C.CN(C=[O:51])C. The catalyst is C(OCC)(=O)C. The product is [CH2:22]([NH:24][C:14](=[O:15])[C:13]1[CH:8]=[CH:9][C:10]([Cl:21])=[C:11]([S:17]([NH2:20])(=[O:19])=[O:18])[C:46]=1[NH:44][CH2:43][C:42]1[O:51][CH:34]=[CH:29][CH:41]=1)[CH3:23]. The yield is 0.900. (3) The reactants are Br[C:2]1[CH:3]=[C:4]([CH:7]([O:11][CH2:12][CH3:13])[O:8][CH2:9][CH3:10])[S:5][CH:6]=1.C[CH2:15][O:16]CC.C([Li])CCC.CN(C=O)C. The catalyst is CCCCCC. The product is [CH2:9]([O:8][CH:7]([O:11][CH2:12][CH3:13])[C:4]1[S:5][CH:6]=[C:2]([CH:15]=[O:16])[CH:3]=1)[CH3:10]. The yield is 0.420. (4) The reactants are [O:1]1[CH2:6][CH:5]=[C:4]([C:7]2[C:8]([F:33])=[C:9]([N:13]3[CH:18]=[C:17]([O:19][CH3:20])[C:16](=[O:21])[C:15]([C:22]4[N:26]([C:27]5[CH:32]=[CH:31][CH:30]=[CH:29][CH:28]=5)[N:25]=[CH:24][CH:23]=4)=[N:14]3)[CH:10]=[CH:11][CH:12]=2)[CH2:3][CH2:2]1. The catalyst is CO.[Pd]. The product is [F:33][C:8]1[C:7]([CH:4]2[CH2:5][CH2:6][O:1][CH2:2][CH2:3]2)=[CH:12][CH:11]=[CH:10][C:9]=1[N:13]1[CH:18]=[C:17]([O:19][CH3:20])[C:16](=[O:21])[C:15]([C:22]2[N:26]([C:27]3[CH:28]=[CH:29][CH:30]=[CH:31][CH:32]=3)[N:25]=[CH:24][CH:23]=2)=[N:14]1. The yield is 0.790. (5) The reactants are [NH2:1][C:2]1[C:3]([N:9]([CH2:13][CH2:14][OH:15])[CH2:10][CH2:11][OH:12])=[N:4][C:5](Br)=[CH:6][N:7]=1.[N:16]1[CH:21]=[CH:20][C:19](B(O)O)=[CH:18][CH:17]=1. No catalyst specified. The product is [NH2:1][C:2]1[C:3]([N:9]([CH2:13][CH2:14][OH:15])[CH2:10][CH2:11][OH:12])=[N:4][C:5]([C:19]2[CH:20]=[CH:21][N:16]=[CH:17][CH:18]=2)=[CH:6][N:7]=1. The yield is 0.370. (6) The reactants are [C:1]([O:5][C:6]([CH:8]1[CH2:13][CH2:12][C:11](=[CH:14][C:15]([O:17]C(C)(C)C)=[O:16])[CH2:10][CH2:9]1)=[O:7])(C)(C)[CH3:2].[H][H]. The product is [CH2:1]([O:5][C:6]([CH:8]1[CH2:13][CH2:12][CH:11]([CH2:14][C:15]([OH:17])=[O:16])[CH2:10][CH2:9]1)=[O:7])[CH3:2]. The catalyst is [Pd].C(O)C. The yield is 0.990. (7) The reactants are Cl[C:2]1[CH:3]=[CH:4][C:5]2[C:14]3[C:9](=[CH:10][N:11]=[CH:12][CH:13]=3)[C:8](=[O:15])[N:7]([CH3:16])[C:6]=2[CH:17]=1.[OH:18][CH2:19][C:20]([NH:26][C:27](=[O:33])[O:28][C:29]([CH3:32])([CH3:31])[CH3:30])([CH3:25])[CH2:21][CH:22]([CH3:24])[CH3:23]. The catalyst is CCOCC. The product is [C:29]([O:28][C:27](=[O:33])[NH:26][C:20]([CH3:25])([CH2:21][CH:22]([CH3:23])[CH3:24])[CH2:19][O:18][C:2]1[CH:3]=[CH:4][C:5]2[C:14]3[C:9](=[CH:10][N:11]=[CH:12][CH:13]=3)[C:8](=[O:15])[N:7]([CH3:16])[C:6]=2[CH:17]=1)([CH3:32])([CH3:31])[CH3:30]. The yield is 0.280.